The task is: Predict the reactants needed to synthesize the given product.. This data is from Full USPTO retrosynthesis dataset with 1.9M reactions from patents (1976-2016). Given the product [F:23][C:4]([F:3])([F:22])[C:5]1[CH:6]=[C:7]([C@H:15]2[S:19][C:18](=[O:20])[N:17]([CH2:29][C:30]3[C:35]([Cl:36])=[CH:34][CH:33]=[C:32]([C:37]([F:39])([F:38])[F:40])[N:31]=3)[C@H:16]2[CH3:21])[CH:8]=[C:9]([C:11]([F:12])([F:13])[F:14])[CH:10]=1, predict the reactants needed to synthesize it. The reactants are: [H-].[Na+].[F:3][C:4]([F:23])([F:22])[C:5]1[CH:6]=[C:7]([C@H:15]2[S:19][C:18](=[O:20])[NH:17][C@H:16]2[CH3:21])[CH:8]=[C:9]([C:11]([F:14])([F:13])[F:12])[CH:10]=1.CS(O[CH2:29][C:30]1[C:35]([Cl:36])=[CH:34][CH:33]=[C:32]([C:37]([F:40])([F:39])[F:38])[N:31]=1)(=O)=O.